From a dataset of Full USPTO retrosynthesis dataset with 1.9M reactions from patents (1976-2016). Predict the reactants needed to synthesize the given product. The reactants are: [O:1]1[C:5]2[CH:6]=[CH:7][C:8]([C:10]3([C:13]([NH:15][C:16]4[N:21]=[C:20]([C:22]5[CH:27]=[CH:26][N:25]=[C:24]([O:28]C)[CH:23]=5)[C:19]([CH3:30])=[CH:18][CH:17]=4)=[O:14])[CH2:12][CH2:11]3)=[CH:9][C:4]=2[CH2:3][CH2:2]1.I[Si](C)(C)C. Given the product [O:1]1[C:5]2[CH:6]=[CH:7][C:8]([C:10]3([C:13]([NH:15][C:16]4[CH:17]=[CH:18][C:19]([CH3:30])=[C:20]([C:22]5[CH:27]=[CH:26][NH:25][C:24](=[O:28])[CH:23]=5)[N:21]=4)=[O:14])[CH2:12][CH2:11]3)=[CH:9][C:4]=2[CH2:3][CH2:2]1, predict the reactants needed to synthesize it.